From a dataset of Full USPTO retrosynthesis dataset with 1.9M reactions from patents (1976-2016). Predict the reactants needed to synthesize the given product. (1) The reactants are: [Br:1][C:2]1[CH:3]=[C:4]2[C:9](=[CH:10][CH:11]=1)[NH:8][C@@H:7]([CH2:12][CH3:13])[C@H:6]([CH3:14])[C@H:5]2[NH:15][C:16](=[O:25])[O:17][CH2:18][C:19]1[CH:24]=[CH:23][CH:22]=[CH:21][CH:20]=1.BrC1C=C2C(=CC=1)N[C@@H](CC)[C@@H](C)[C@H]2NC(=O)[O:42][CH2:43][C:44]1C=CC=CC=1.N1C=CC=CC=1.C(Cl)(=O)C.C(=O)(O)[O-].[Na+]. Given the product [C:43]([N:8]1[C:9]2[C:4](=[CH:3][C:2]([Br:1])=[CH:11][CH:10]=2)[C@H:5]([NH:15][C:16](=[O:25])[O:17][CH2:18][C:19]2[CH:20]=[CH:21][CH:22]=[CH:23][CH:24]=2)[C@@H:6]([CH3:14])[C@@H:7]1[CH2:12][CH3:13])(=[O:42])[CH3:44], predict the reactants needed to synthesize it. (2) Given the product [CH3:1][C@H:2]([CH2:9][O:10][CH:11]1[CH2:16][CH2:15][CH2:14][CH2:13][O:12]1)[CH2:3][CH2:4][CH2:5][C:6](=[O:8])[CH3:7], predict the reactants needed to synthesize it. The reactants are: [CH3:1][C@H:2]([CH2:9][O:10][CH:11]1[CH2:16][CH2:15][CH2:14][CH2:13][O:12]1)[CH2:3][C:4]#[C:5][C:6](=[O:8])[CH3:7].[H][H].